From a dataset of Forward reaction prediction with 1.9M reactions from USPTO patents (1976-2016). Predict the product of the given reaction. Given the reactants [N+:1]([C:4]1[CH:5]=[CH:6][C:7]([C:11]([F:17])([F:16])[C:12]([F:15])([F:14])[F:13])=[C:8]([OH:10])[CH:9]=1)([O-:3])=[O:2].Cl[CH2:19][CH2:20][N:21]1[CH2:26][CH2:25][CH2:24][CH2:23][CH2:22]1.C(C1C=CC([N+]([O-])=O)=CC=1OCCN1CCCCC1)(C)(C)C, predict the reaction product. The product is: [N+:1]([C:4]1[CH:5]=[CH:6][C:7]([C:11]([F:16])([F:17])[C:12]([F:13])([F:14])[F:15])=[C:8]([CH:9]=1)[O:10][CH2:19][CH2:20][N:21]1[CH2:26][CH2:25][CH2:24][CH2:23][CH2:22]1)([O-:3])=[O:2].